This data is from Forward reaction prediction with 1.9M reactions from USPTO patents (1976-2016). The task is: Predict the product of the given reaction. (1) Given the reactants [Cl:1][C:2]1[CH:3]=[C:4]([CH2:9][N:10]2[CH:14]=[C:13]([C:15]([NH:17][C:18]3[S:19][C:20]([C:23](O)=[O:24])=[CH:21][N:22]=3)=[O:16])[N:12]=[N:11]2)[CH:5]=[CH:6][C:7]=1[Cl:8].[NH2:26][CH2:27][CH2:28][OH:29].CN(C(ON1N=NC2C=CC=NC1=2)=[N+](C)C)C.F[P-](F)(F)(F)(F)F.CCN(C(C)C)C(C)C, predict the reaction product. The product is: [Cl:1][C:2]1[CH:3]=[C:4]([CH2:9][N:10]2[CH:14]=[C:13]([C:15]([NH:17][C:18]3[S:19][C:20]([C:23]([NH:26][CH2:27][CH2:28][OH:29])=[O:24])=[CH:21][N:22]=3)=[O:16])[N:12]=[N:11]2)[CH:5]=[CH:6][C:7]=1[Cl:8]. (2) Given the reactants C([O:3][C:4]([C:6]1[CH:7]=[C:8]2[C:13](=[CH:14][CH:15]=1)[NH:12][CH:11]([C:16]1[CH:21]=[CH:20][CH:19]=[C:18]([Br:22])[CH:17]=1)[C:10]([CH3:24])([CH3:23])[CH2:9]2)=[O:5])C.Cl, predict the reaction product. The product is: [Br:22][C:18]1[CH:17]=[C:16]([CH:11]2[C:10]([CH3:23])([CH3:24])[CH2:9][C:8]3[C:13](=[CH:14][CH:15]=[C:6]([C:4]([OH:5])=[O:3])[CH:7]=3)[NH:12]2)[CH:21]=[CH:20][CH:19]=1. (3) Given the reactants [CH3:1][O:2][C:3]([C:5]1[S:6][C:7]([C:27]#[C:28][C:29]([CH3:32])([CH3:31])[CH3:30])=[CH:8][C:9]=1[N:10]([C@H:20]1[CH2:25][CH2:24][C@H:23]([OH:26])[CH2:22][CH2:21]1)[C:11]([C@H:13]1[CH2:18][CH2:17][C@H:16]([CH3:19])[CH2:15][CH2:14]1)=[O:12])=[O:4].I[CH3:34].[H-].[Na+], predict the reaction product. The product is: [CH3:1][O:2][C:3]([C:5]1[S:6][C:7]([C:27]#[C:28][C:29]([CH3:31])([CH3:30])[CH3:32])=[CH:8][C:9]=1[N:10]([C@H:20]1[CH2:21][CH2:22][C@H:23]([O:26][CH3:34])[CH2:24][CH2:25]1)[C:11]([C@H:13]1[CH2:18][CH2:17][C@H:16]([CH3:19])[CH2:15][CH2:14]1)=[O:12])=[O:4]. (4) Given the reactants [NH2:1][C@H:2]([CH2:26][F:27])[C@@H:3]([C:5]1[CH:10]=[CH:9][C:8]([C:11]2[CH:16]=[CH:15][N:14]3[CH:17]=[C:18]([CH2:20][NH:21][S:22]([CH3:25])(=[O:24])=[O:23])[N:19]=[C:13]3[CH:12]=2)=[CH:7][CH:6]=1)[OH:4].C(N(CC)CC)C.[F:35][CH:36]([F:42])[C:37](OCC)=[O:38], predict the reaction product. The product is: [F:35][CH:36]([F:42])[C:37]([NH:1][C@H:2]([CH2:26][F:27])[C@H:3]([OH:4])[C:5]1[CH:10]=[CH:9][C:8]([C:11]2[CH:16]=[CH:15][N:14]3[CH:17]=[C:18]([CH2:20][NH:21][S:22]([CH3:25])(=[O:23])=[O:24])[N:19]=[C:13]3[CH:12]=2)=[CH:7][CH:6]=1)=[O:38]. (5) Given the reactants [NH:1]1[CH2:5][CH2:4][CH2:3][CH2:2]1.[F:6][C:7]1[CH:12]=[CH:11][CH:10]=[C:9]([N+:13]([O-:15])=[O:14])[C:8]=1[CH3:16].[CH3:17]OC(OC)N(C)C, predict the reaction product. The product is: [F:6][C:7]1[CH:12]=[CH:11][CH:10]=[C:9]([N+:13]([O-:15])=[O:14])[C:8]=1[CH:16]=[CH:17][N:1]1[CH2:5][CH2:4][CH2:3][CH2:2]1. (6) Given the reactants [Cl:1][C:2]1[CH:3]=[C:4]([O:21][CH2:22][CH3:23])[CH:5]=[C:6]2[C:11]=1[O:10][CH:9]([C:12]([F:15])([F:14])[F:13])[C:8]([C:16]([O:18]CC)=[O:17])=[CH:7]2.C1COCC1.CCO.O[Li].O, predict the reaction product. The product is: [Cl:1][C:2]1[CH:3]=[C:4]([O:21][CH2:22][CH3:23])[CH:5]=[C:6]2[C:11]=1[O:10][CH:9]([C:12]([F:15])([F:14])[F:13])[C:8]([C:16]([OH:18])=[O:17])=[CH:7]2.